From a dataset of Experimentally validated miRNA-target interactions with 360,000+ pairs, plus equal number of negative samples. Binary Classification. Given a miRNA mature sequence and a target amino acid sequence, predict their likelihood of interaction. (1) The miRNA is hsa-miR-3136-3p with sequence UGGCCCAACCUAUUCAGUUAGU. The protein sequence of the target gene is MKAGCSIVEKPEGGGGYQFPDWAYKTESSPGSRQIQLWHFILELLQKEEFRHVIAWQQGEYGEFVIKDPDEVARLWGRRKCKPQMNYDKLSRALRYYYNKRILHKTKGKRFTYKFNFNKLVMPNYPFINIRSSGVVPQSAPPVPTASSRFHFPPLDTHSPTNDVQPGRFSASSLTASGQESSNGTDRKTELSELEDGSAADWRRGVDPVSSRNAIGGGGIGHQKRKPDIMLPLFARPGMYPDPHSPFAVSPIPGRGGVLNVPISPALSLTPTIFSYSPSPGLSPFTSSSCFSFNPEEMKH.... Result: 1 (interaction). (2) The miRNA is mmu-miR-804 with sequence UGUGAGUUGUUCCUCACCUGGA. The protein sequence of the target gene is MALRGTVTDFSGFDGRADAEVLRKAMKGLGTDEDSILNLLTARSNAQRQQIAEEFKTLFGRDLVNDMKSELTGKFEKLIVALMKPSRLYDAYELKHALKGAGTDEKVLTEIIASRTPEELRAIKQAYEEEYGSNLEDDVVGDTSGYYQRMLVVLLQANRDPDTAIDDAQVELDAQALFQAGELKWGTDEEKFITILGTRSVSHLRRVFDKYMTISGFQIEETIDRETSGNLENLLLAVVKSIRSIPAYLAETLYYAMKGAGTDDHTLIRVIVSRSEIDLFNIRKEFRKNFATSLYSMIKG.... Result: 0 (no interaction). (3) The miRNA is mmu-miR-692 with sequence AUCUCUUUGAGCGCCUCACUC. The protein sequence of the target gene is MDWHSFRIAALLLTSLVVLEVNSEFQIQVRDHNAKNGTIKWHSIRRQKREWIKFAAACREGEDNSKRNPIAKIHSDCAANQPVTYRISGVGIDQPPYGIFIINQKTGEINITSIVDREVTPFFIIYCRALNAQGQDLENPLELRVRVMDINDNPPVFSMTTFLGQIEENSNANTLVMKLNATDADEPNNLNSMIAFKIIRQEPSDSPMFIINRKTGEIRTMNNFLDREQYSQYSLVVRGSDRDGGADGMSAESECSITILDVNDNIPYLEQSSYDITIEENALHSQLVQIRVIDLDEEFS.... Result: 1 (interaction). (4) The miRNA is hsa-miR-335-5p with sequence UCAAGAGCAAUAACGAAAAAUGU. The protein sequence of the target gene is MDSTIPVLGTELTPINGREETPCYKQTLSFTGLTCIVSLVALTGNAVVLWLLGCRMRRNAVSIYILNLVAADFLFLSGHIICSPLRLINIRHPISKILSPVMTFPYFIGLSMLSAISTERCLSILWPIWYHCRRPRYLSSVMCVLLWALSLLRSILEWMFCDFLFSGANSVWCETSDFITIAWLVFLCVVLCGSSLVLLVRILCGSRKMPLTRLYVTILLTVLVFLLCGLPFGIQWALFSRIHLDWKVLFCHVHLVSIFLSALNSSANPIIYFFVGSFRQRQNRQNLKLVLQRALQDTPE.... Result: 1 (interaction). (5) The miRNA is hsa-miR-631 with sequence AGACCUGGCCCAGACCUCAGC. The protein sequence of the target gene is MAVALGCAIQASLNQGSVFQEYDTDCEVFRQRFRQFQYREAAGPHEAFNKLWELCCQWLKPKMRSKEQILELLVLEQFLTILPTEIETWVREHCPENRERVVSLIEDLQRELEIPEQQVDMHDMLLEELAPVGTAHIPPTMHLESPALQVMGPAQEAPVAEAWIPQAGPPELNYGATGECQNFLDPGYPLPKLDMNFSLENREEPWVKELQDSKEMKQLLDSKIGFEIGIENEEDTSKQKKMETMYPFIVTLEGNALQGPILQKDYVQLENQWETPPEDLQTDLAKLVDQQNPTLGETPE.... Result: 1 (interaction).